Dataset: Full USPTO retrosynthesis dataset with 1.9M reactions from patents (1976-2016). Task: Predict the reactants needed to synthesize the given product. (1) The reactants are: [NH2:1][C:2]1[N:23]=[C:22]([C:24]([O:26]CC)=[CH2:25])[CH:21]=[CH:20][C:3]=1[C:4]([NH:6][CH2:7][C:8]1[S:9][C:10]([O:13][C:14]2[CH:19]=[CH:18][CH:17]=[CH:16][CH:15]=2)=[CH:11][CH:12]=1)=[O:5].CC(C)=O.S(=O)(=O)(O)O.C(=O)(O)[O-].[Na+]. Given the product [C:24]([C:22]1[CH:21]=[CH:20][C:3]([C:4]([NH:6][CH2:7][C:8]2[S:9][C:10]([O:13][C:14]3[CH:15]=[CH:16][CH:17]=[CH:18][CH:19]=3)=[CH:11][CH:12]=2)=[O:5])=[C:2]([NH2:1])[N:23]=1)(=[O:26])[CH3:25], predict the reactants needed to synthesize it. (2) Given the product [C:1]([O:5][CH:6]1[CH:8]([C:9]2[CH:14]=[CH:13][C:12]([CH3:15])=[CH:11][N:10]=2)[CH:7]1[CH2:16][O:17][C:18]1[N:19]=[C:20]([CH3:25])[N:21]=[C:22]([N:33]([CH2:32][C:30]2[S:31][C:27]([CH3:26])=[N:28][N:29]=2)[C:34](=[O:40])[O:35][C:36]([CH3:37])([CH3:38])[CH3:39])[CH:23]=1)([CH3:4])([CH3:3])[CH3:2], predict the reactants needed to synthesize it. The reactants are: [C:1]([O:5][CH:6]1[CH:8]([C:9]2[CH:14]=[CH:13][C:12]([CH3:15])=[CH:11][N:10]=2)[CH:7]1[CH2:16][O:17][C:18]1[CH:23]=[C:22](Cl)[N:21]=[C:20]([CH3:25])[N:19]=1)([CH3:4])([CH3:3])[CH3:2].[CH3:26][C:27]1[S:31][C:30]([CH2:32][NH:33][C:34](=[O:40])[O:35][C:36]([CH3:39])([CH3:38])[CH3:37])=[N:29][N:28]=1.C1C=CC(P(C2C(C3C(P(C4C=CC=CC=4)C4C=CC=CC=4)=CC=C4C=3C=CC=C4)=C3C(C=CC=C3)=CC=2)C2C=CC=CC=2)=CC=1.C(=O)([O-])[O-].[Cs+].[Cs+]. (3) Given the product [CH3:1][O:2][C:3](=[O:13])[NH:4][C:5]1[CH:6]=[C:7]([F:12])[C:8]([Br:11])=[CH:9][C:10]=1[I:14], predict the reactants needed to synthesize it. The reactants are: [CH3:1][O:2][C:3](=[O:13])[NH:4][C:5]1[CH:10]=[CH:9][C:8]([Br:11])=[C:7]([F:12])[CH:6]=1.[I:14]([O-])(=O)(=O)=O.[Na+].S(=O)(=O)(O)O. (4) Given the product [CH3:26][O:27][C:24]1[CH:25]=[C:17]([NH:16][C:14]2[S:15][C:11]3[CH2:10][CH2:9][CH2:8][CH:7]([C:1]4[CH:6]=[CH:5][CH:4]=[CH:3][CH:2]=4)[C:12]=3[N:13]=2)[CH:18]=[CH:19][C:20]=1[C:21]([NH2:39])=[O:23], predict the reactants needed to synthesize it. The reactants are: [C:1]1([CH:7]2[C:12]3[N:13]=[C:14]([NH:16][C:17]4[CH:25]=[CH:24][C:20]([C:21]([OH:23])=O)=[CH:19][CH:18]=4)[S:15][C:11]=3[CH2:10][CH2:9][CH2:8]2)[CH:6]=[CH:5][CH:4]=[CH:3][CH:2]=1.[C:26](N1C=CN=C1)(N1C=CN=C1)=[O:27].[OH-].[NH4+:39]. (5) The reactants are: [CH3:1][C:2]1[CH:3]=[CH:4][C:5]([C:11]2[CH:16]=[N:15][CH:14]=CN=2)=[C:6]([CH:10]=1)[C:7]([OH:9])=[O:8].BrC1[S:22]C=NC=1. Given the product [CH3:1][C:2]1[CH:3]=[CH:4][C:5]([C:11]2[S:22][CH:14]=[N:15][CH:16]=2)=[C:6]([CH:10]=1)[C:7]([OH:9])=[O:8], predict the reactants needed to synthesize it. (6) Given the product [C:15]([CH:16]1[O:37][CH:17]1[CH:31]([C:28]1[CH:29]=[CH:30][C:25]([CH3:33])=[CH:26][CH:27]=1)[OH:32])([CH3:19])([CH3:18])[CH3:14], predict the reactants needed to synthesize it. The reactants are: B(C1CCCCC1)C1CCCCC1.[CH3:14][C:15]([CH3:19])([CH3:18])[C:16]#[CH:17].[Zn](CC)CC.[C:25]1([CH3:33])[CH:30]=[CH:29][C:28]([CH:31]=[O:32])=[CH:27][CH:26]=1.CC([O:37]C([C@H](O)[C@@H](O)C(OC(C)C)=O)=O)C.